Dataset: Forward reaction prediction with 1.9M reactions from USPTO patents (1976-2016). Task: Predict the product of the given reaction. The product is: [Cl:24][C:25]1[CH:26]=[C:27]([C:2]2[CH:3]=[CH:4][C:5]([F:10])=[C:6]([C:7]#[N:8])[CH:9]=2)[CH:28]=[CH:29][C:30]=1[Cl:31]. Given the reactants Br[C:2]1[CH:3]=[CH:4][C:5]([F:10])=[C:6]([CH:9]=1)[C:7]#[N:8].C1(C)C=CC=CC=1.C(=O)([O-])[O-].[Na+].[Na+].[Cl:24][C:25]1[CH:26]=[C:27](B(O)O)[CH:28]=[CH:29][C:30]=1[Cl:31], predict the reaction product.